Dataset: Forward reaction prediction with 1.9M reactions from USPTO patents (1976-2016). Task: Predict the product of the given reaction. (1) The product is: [Br:4][C:5]1[C:10]([CH3:11])=[CH:9][C:8]([N:12]2[S:13](=[O:16])(=[O:15])[NH:14][C:18](=[O:19])[C:17]2([CH3:24])[CH3:23])=[CH:7][C:6]=1[CH3:25]. Given the reactants C[O-].[Na+].[Br:4][C:5]1[C:10]([CH3:11])=[CH:9][C:8]([N:12]([C:17]([CH3:24])([CH3:23])[C:18](OCC)=[O:19])[S:13](=[O:16])(=[O:15])[NH2:14])=[CH:7][C:6]=1[CH3:25], predict the reaction product. (2) Given the reactants C(Cl)Cl.[CH2:4]([C:7]1[C:15]2[O:14][N:13]=[C:12]([CH2:16][C:17]([CH3:20])([CH3:19])[CH3:18])[C:11]=2[CH:10]=[CH:9][C:8]=1[O:21][CH2:22][CH2:23][CH2:24][C:25](O)=[O:26])[CH2:5][CH3:6].C1N=CN(C(N2C=NC=C2)=O)C=1.[CH2:40]([NH2:46])[C:41]1[O:45][CH:44]=[CH:43][CH:42]=1, predict the reaction product. The product is: [O:45]1[CH:44]=[CH:43][CH:42]=[C:41]1[CH2:40][NH:46][C:25](=[O:26])[CH2:24][CH2:23][CH2:22][O:21][C:8]1[CH:9]=[CH:10][C:11]2[C:12]([CH2:16][C:17]([CH3:19])([CH3:18])[CH3:20])=[N:13][O:14][C:15]=2[C:7]=1[CH2:4][CH2:5][CH3:6].